From a dataset of Peptide-MHC class I binding affinity with 185,985 pairs from IEDB/IMGT. Regression. Given a peptide amino acid sequence and an MHC pseudo amino acid sequence, predict their binding affinity value. This is MHC class I binding data. (1) The peptide sequence is GTITGGVCYY. The MHC is HLA-B40:01 with pseudo-sequence HLA-B40:01. The binding affinity (normalized) is 0.00892. (2) The peptide sequence is WLAGFEPSE. The MHC is HLA-A24:03 with pseudo-sequence HLA-A24:03. The binding affinity (normalized) is 0.0847. (3) The peptide sequence is TTNIWMKFR. The binding affinity (normalized) is 0.865. The MHC is HLA-A33:01 with pseudo-sequence HLA-A33:01. (4) The peptide sequence is NPHLPEKKI. The MHC is HLA-B51:01 with pseudo-sequence HLA-B51:01. The binding affinity (normalized) is 0.0508. (5) The peptide sequence is AYAKAAAAF. The MHC is HLA-A24:02 with pseudo-sequence HLA-A24:02. The binding affinity (normalized) is 0.561. (6) The peptide sequence is KVFSFWLLCK. The MHC is H-2-Dd with pseudo-sequence H-2-Dd. The binding affinity (normalized) is 0.374. (7) The binding affinity (normalized) is 0.0847. The peptide sequence is VERLKHGTF. The MHC is HLA-A26:02 with pseudo-sequence HLA-A26:02. (8) The binding affinity (normalized) is 0.984. The MHC is Patr-A0401 with pseudo-sequence Patr-A0401. The peptide sequence is KHPDATYSR. (9) The peptide sequence is EWAENCYNL. The MHC is HLA-B18:01 with pseudo-sequence HLA-B18:01. The binding affinity (normalized) is 0.0847.